Regression. Given a peptide amino acid sequence and an MHC pseudo amino acid sequence, predict their binding affinity value. This is MHC class I binding data. From a dataset of Peptide-MHC class I binding affinity with 185,985 pairs from IEDB/IMGT. (1) The peptide sequence is WSIHAHHQW. The MHC is HLA-B58:01 with pseudo-sequence HLA-B58:01. The binding affinity (normalized) is 0.876. (2) The peptide sequence is AFRDVLVVL. The MHC is HLA-A26:01 with pseudo-sequence HLA-A26:01. The binding affinity (normalized) is 0.124. (3) The peptide sequence is TSSAYVFSVK. The MHC is HLA-A30:01 with pseudo-sequence HLA-A30:01. The binding affinity (normalized) is 0.707.